This data is from Forward reaction prediction with 1.9M reactions from USPTO patents (1976-2016). The task is: Predict the product of the given reaction. (1) The product is: [F:1][C:2]1[C:7]([F:8])=[CH:6][C:5]([C:9]2[CH:14]=[CH:13][C:12]([O:15][CH2:16][CH:17]3[CH2:22][CH2:21][CH2:20][N:19]([C:32]([C:29]4([C:27]([OH:28])=[O:26])[CH2:31][CH2:30]4)=[O:33])[CH2:18]3)=[CH:11][CH:10]=2)=[C:4]([O:23][CH3:24])[CH:3]=1. Given the reactants [F:1][C:2]1[C:7]([F:8])=[CH:6][C:5]([C:9]2[CH:14]=[CH:13][C:12]([O:15][CH2:16][CH:17]3[CH2:22][CH2:21][CH2:20][NH:19][CH2:18]3)=[CH:11][CH:10]=2)=[C:4]([O:23][CH3:24])[CH:3]=1.C[O:26][C:27]([C:29]1([C:32](O)=[O:33])[CH2:31][CH2:30]1)=[O:28].ON1C2N=CC=CC=2N=N1.Cl.CN(C)CCCN=C=N.O.[OH-].[Li+], predict the reaction product. (2) Given the reactants [NH2:1][C:2]1[CH:11]=[CH:10][C:5]([C:6]([O:8][CH3:9])=[O:7])=[C:4]([O:12][CH3:13])[CH:3]=1.[CH3:14][C:15]1([CH3:31])[C:19]([CH3:21])([CH3:20])[O:18][B:17]([C:22]2[CH:23]=[C:24]([CH:28]=[CH:29][CH:30]=2)[C:25](O)=[O:26])[O:16]1.CCN=C=NCCCN(C)C.O, predict the reaction product. The product is: [CH3:13][O:12][C:4]1[CH:3]=[C:2]([NH:1][C:25](=[O:26])[C:24]2[CH:28]=[CH:29][CH:30]=[C:22]([B:17]3[O:18][C:19]([CH3:20])([CH3:21])[C:15]([CH3:31])([CH3:14])[O:16]3)[CH:23]=2)[CH:11]=[CH:10][C:5]=1[C:6]([O:8][CH3:9])=[O:7]. (3) Given the reactants [CH2:1]([O:3][C:4]([C:6]1[NH:7][C:8]2[C:13]([CH:14]=1)=[CH:12][C:11]([O:15][CH2:16][C:17]1[CH:22]=[CH:21][CH:20]=[CH:19][CH:18]=1)=[CH:10][CH:9]=2)=[O:5])[CH3:2].[O-]P([O-])([O-])=O.[K+].[K+].[K+].CNCCNC.Br[C:38]1[CH:43]=[CH:42][C:41]([O:44][CH:45]([CH3:47])[CH3:46])=[CH:40][CH:39]=1, predict the reaction product. The product is: [CH2:1]([O:3][C:4]([C:6]1[N:7]([C:38]2[CH:43]=[CH:42][C:41]([O:44][CH:45]([CH3:47])[CH3:46])=[CH:40][CH:39]=2)[C:8]2[C:13]([CH:14]=1)=[CH:12][C:11]([O:15][CH2:16][C:17]1[CH:22]=[CH:21][CH:20]=[CH:19][CH:18]=1)=[CH:10][CH:9]=2)=[O:5])[CH3:2]. (4) The product is: [CH3:1][CH:2]([CH3:35])[CH:3]([C:29]1[CH:30]=[CH:31][CH:32]=[CH:33][CH:34]=1)[CH2:4][C:5]1[N:6]=[CH:7][N:8]([C:10]([C:17]2[CH:18]=[CH:19][CH:20]=[CH:21][CH:22]=2)([C:11]2[CH:12]=[CH:13][CH:14]=[CH:15][CH:16]=2)[C:23]2[CH:28]=[CH:27][CH:26]=[CH:25][CH:24]=2)[CH:9]=1. Given the reactants [CH3:1][CH:2]([CH3:35])[C:3]([C:29]1[CH:34]=[CH:33][CH:32]=[CH:31][CH:30]=1)=[CH:4][C:5]1[N:6]=[CH:7][N:8]([C:10]([C:23]2[CH:28]=[CH:27][CH:26]=[CH:25][CH:24]=2)([C:17]2[CH:22]=[CH:21][CH:20]=[CH:19][CH:18]=2)[C:11]2[CH:16]=[CH:15][CH:14]=[CH:13][CH:12]=2)[CH:9]=1.C(Cl)Cl, predict the reaction product. (5) Given the reactants Br[C:2]1[CH:3]=[C:4]2[C:9](=[CH:10][CH:11]=1)[N:8]=[C:7]([NH:12][C:13]([CH3:16])([CH3:15])[CH3:14])[C:6](/[CH:17]=[C:18](\[CH3:24])/[C:19]([O:21][CH2:22][CH3:23])=[O:20])=[CH:5]2.C([O-])(=O)C.[K+].[B:30]1([B:30]2[O:34][C:33]([CH3:36])([CH3:35])[C:32]([CH3:38])([CH3:37])[O:31]2)[O:34][C:33]([CH3:36])([CH3:35])[C:32]([CH3:38])([CH3:37])[O:31]1, predict the reaction product. The product is: [C:13]([NH:12][C:7]1[C:6](/[CH:17]=[C:18](\[CH3:24])/[C:19]([O:21][CH2:22][CH3:23])=[O:20])=[CH:5][C:4]2[C:9](=[CH:10][CH:11]=[C:2]([B:30]3[O:34][C:33]([CH3:36])([CH3:35])[C:32]([CH3:38])([CH3:37])[O:31]3)[CH:3]=2)[N:8]=1)([CH3:16])([CH3:15])[CH3:14]. (6) Given the reactants Br[C:2]1[CH:3]=[N:4][CH:5]=[C:6]([Br:8])[CH:7]=1.[C:9]1([OH:15])[CH:14]=[CH:13][CH:12]=[CH:11][CH:10]=1.C(=O)([O-])[O-].[K+].[K+].O, predict the reaction product. The product is: [Br:8][C:6]1[CH:5]=[N:4][CH:3]=[C:2]([O:15][C:9]2[CH:14]=[CH:13][CH:12]=[CH:11][CH:10]=2)[CH:7]=1. (7) Given the reactants O1CCOCC1.[F:7][CH:8]([F:32])[C:9]1[CH:14]=[CH:13][N:12]=[C:11]([NH:15][C:16]2[CH:21]=[C:20](B3OC(C)(C)C(C)(C)O3)[CH:19]=[C:18]([CH3:31])[CH:17]=2)[N:10]=1.[Cl:33][C:34]1[CH:35]=[N:36][N:37]([CH2:39][CH2:40][NH:41]C(=O)OC(C)(C)C)[CH:38]=1.C(=O)([O-])[O-].[Na+].[Na+], predict the reaction product. The product is: [ClH:33].[NH2:41][CH2:40][CH2:39][N:37]1[CH:38]=[C:34]([C:20]2[CH:21]=[C:16]([NH:15][C:11]3[N:10]=[C:9]([CH:8]([F:7])[F:32])[CH:14]=[CH:13][N:12]=3)[CH:17]=[C:18]([CH3:31])[CH:19]=2)[CH:35]=[N:36]1.